Task: Predict the product of the given reaction.. Dataset: Forward reaction prediction with 1.9M reactions from USPTO patents (1976-2016) (1) Given the reactants [CH:1]1[N:5]=[CH:4][N:3]([CH2:6][C:7]([P:13]([OH:16])([OH:15])=[O:14])([P:9]([OH:12])([OH:11])=[O:10])[OH:8])[CH:2]=1.[Cl-].[Na+].C([O-])(=O)CC(CC([O-])=O)(C([O-])=O)[OH:22].[Na+].[Na+].[Na+], predict the reaction product. The product is: [CH:1]1[N:5]=[CH:4][N:3]([CH2:6][C:7]([P:9]([OH:12])([OH:11])=[O:10])([P:13]([OH:15])([OH:16])=[O:14])[OH:8])[CH:2]=1.[OH2:22]. (2) Given the reactants [CH3:1][N:2]([CH3:32])[C:3]1([C:25]2[CH:30]=[CH:29][CH:28]=[C:27]([F:31])[CH:26]=2)[CH2:8][CH2:7][C:6](=[CH:9][C:10]([NH:12][CH:13]([CH3:24])[CH2:14][C:15]2[C:23]3[C:18](=[CH:19][CH:20]=[CH:21][CH:22]=3)[NH:17][CH:16]=2)=[O:11])[CH2:5][CH2:4]1, predict the reaction product. The product is: [CH3:32][N:2]([CH3:1])[C:3]1([C:25]2[CH:30]=[CH:29][CH:28]=[C:27]([F:31])[CH:26]=2)[CH2:8][CH2:7][CH:6]([CH2:9][C:10]([NH:12][CH:13]([CH3:24])[CH2:14][C:15]2[C:23]3[C:18](=[CH:19][CH:20]=[CH:21][CH:22]=3)[NH:17][CH:16]=2)=[O:11])[CH2:5][CH2:4]1. (3) Given the reactants [H-].[Na+].[C:3]([C:7]1[CH:8]=[C:9]2[C:14](=[C:15]([F:17])[CH:16]=1)[C:13](=[O:18])[NH:12][N:11]=[CH:10]2)([CH3:6])([CH3:5])[CH3:4].[Br:19][C:20]1[CH:21]=[C:22]([F:29])[C:23]([CH2:27]Br)=[C:24]([F:26])[CH:25]=1.O, predict the reaction product. The product is: [Br:19][C:20]1[CH:21]=[C:22]([F:29])[C:23]([CH2:27][N:12]2[N:11]=[CH:10][C:9]3[C:14](=[C:15]([F:17])[CH:16]=[C:7]([C:3]([CH3:6])([CH3:4])[CH3:5])[CH:8]=3)[C:13]2=[O:18])=[C:24]([F:26])[CH:25]=1. (4) Given the reactants [O:1]1[C:5]2[CH:6]=[CH:7][CH:8]=[CH:9][C:4]=2[CH:3]=[C:2]1[C:10]1[C:19]([N:20]2[CH2:24][CH2:23][CH2:22][C@@H:21]2[CH3:25])=[N:18][C:17]2[C:12](=[CH:13][CH:14]=[C:15]([C:26]([O:28]C)=[O:27])[CH:16]=2)[N:11]=1.[OH-].[Na+].O, predict the reaction product. The product is: [O:1]1[C:5]2[CH:6]=[CH:7][CH:8]=[CH:9][C:4]=2[CH:3]=[C:2]1[C:10]1[C:19]([N:20]2[CH2:24][CH2:23][CH2:22][C@@H:21]2[CH3:25])=[N:18][C:17]2[C:12](=[CH:13][CH:14]=[C:15]([C:26]([OH:28])=[O:27])[CH:16]=2)[N:11]=1. (5) Given the reactants [F:1][C:2]1[CH:3]=[C:4]([CH:7]=[C:8]([C:10]2[CH:11]=[N:12][C:13]([C:16]([F:19])([F:18])[F:17])=[CH:14][CH:15]=2)[CH:9]=1)[C:5]#[N:6].[ClH:20].O1CCCC1, predict the reaction product. The product is: [ClH:20].[F:1][C:2]1[CH:3]=[C:4]([CH2:5][NH2:6])[CH:7]=[C:8]([C:10]2[CH:11]=[N:12][C:13]([C:16]([F:17])([F:18])[F:19])=[CH:14][CH:15]=2)[CH:9]=1.